This data is from Reaction yield outcomes from USPTO patents with 853,638 reactions. The task is: Predict the reaction yield, written as a fraction of the theoretical maximum amount of product (1.0 means a 100% yield; for example, 0.34 means a 34% yield). (1) The reactants are [CH3:1][C:2]1[CH:13]=[C:12]([CH:14]2[CH2:18][CH2:17][O:16][CH2:15]2)[CH:11]=[C:10]([CH3:19])[C:3]=1[O:4][CH2:5][C:6](OC)=[O:7].[NH2:20][NH2:21]. The catalyst is CCO. The product is [CH3:1][C:2]1[CH:13]=[C:12]([CH:14]2[CH2:18][CH2:17][O:16][CH2:15]2)[CH:11]=[C:10]([CH3:19])[C:3]=1[O:4][CH2:5][C:6]([NH:20][NH2:21])=[O:7]. The yield is 0.660. (2) The product is [Br:34][C:35]1[CH:36]=[C:37]([C:23]2[CH:22]=[CH:21][CH:20]=[C:19]([C:2]3[CH:3]=[N:4][C:5]4[C:10](=[C:9]5[CH:11]=[CH:12][CH:13]=[CH:14][C:8]5=[C:7]5[CH:15]=[CH:16][CH:17]=[CH:18][C:6]5=4)[N:1]=3)[CH:24]=2)[CH:38]=[CH:39][CH:40]=1. The reactants are [N:1]1[C:10]2[C:5](=[C:6]3[CH:18]=[CH:17][CH:16]=[CH:15][C:7]3=[C:8]3[CH:14]=[CH:13][CH:12]=[CH:11][C:9]3=2)[N:4]=[CH:3][C:2]=1[C:19]1[CH:20]=[C:21](B2OC(C)(C)C(C)(C)O2)[CH:22]=[CH:23][CH:24]=1.[Br:34][C:35]1[CH:40]=[CH:39][CH:38]=[C:37](I)[CH:36]=1.CC1C=CC=CC=1P(C1C=CC=CC=1C)C1C=CC=CC=1C.C(=O)([O-])[O-].[K+].[K+]. The catalyst is CC([O-])=O.CC([O-])=O.[Pd+2].C(O)C.C1(C)C=CC=CC=1. The yield is 0.540.